Dataset: Reaction yield outcomes from USPTO patents with 853,638 reactions. Task: Predict the reaction yield, written as a fraction of the theoretical maximum amount of product (1.0 means a 100% yield; for example, 0.34 means a 34% yield). (1) The reactants are [CH2:1]([O:8][C:9](=[O:23])[NH:10][CH2:11][CH2:12][O:13][C:14]1[CH:19]=[CH:18][C:17]([C:20](=[O:22])[CH3:21])=[CH:16][CH:15]=1)[C:2]1[CH:7]=[CH:6][CH:5]=[CH:4][CH:3]=1.[Br-:24].[Br-].[Br-].C([N+](CCCC)(CCCC)CCCC)CCC.C([N+](CCCC)(CCCC)CCCC)CCC.C([N+](CCCC)(CCCC)CCCC)CCC. The catalyst is C(Cl)Cl.CO. The product is [CH2:1]([O:8][C:9](=[O:23])[NH:10][CH2:11][CH2:12][O:13][C:14]1[CH:19]=[CH:18][C:17]([C:20](=[O:22])[CH2:21][Br:24])=[CH:16][CH:15]=1)[C:2]1[CH:7]=[CH:6][CH:5]=[CH:4][CH:3]=1. The yield is 0.900. (2) The reactants are [F:1][C:2]1[CH:7]=[CH:6][C:5]([C:8]2[N:12]([CH3:13])[N:11]=[CH:10][C:9]=2/[CH:14]=[CH:15]/[C:16]([OH:18])=O)=[CH:4][CH:3]=1.S(Cl)(Cl)=O.[NH2:23][C:24]1[CH:38]=[CH:37][C:27]([CH2:28][P:29](=[O:36])([O:33][CH2:34][CH3:35])[O:30][CH2:31][CH3:32])=[CH:26][CH:25]=1.C(N(C(C)C)CC)(C)C.[OH-].[Na+]. The catalyst is O.CN(C)C=O.C(#N)C. The yield is 0.920. The product is [F:1][C:2]1[CH:3]=[CH:4][C:5]([C:8]2[N:12]([CH3:13])[N:11]=[CH:10][C:9]=2/[CH:14]=[CH:15]/[C:16]([NH:23][C:24]2[CH:25]=[CH:26][C:27]([CH2:28][P:29](=[O:36])([O:30][CH2:31][CH3:32])[O:33][CH2:34][CH3:35])=[CH:37][CH:38]=2)=[O:18])=[CH:6][CH:7]=1. (3) The reactants are [F:1][C:2]1[CH:8]=[CH:7][C:5]([NH2:6])=[CH:4][CH:3]=1.Br[CH:10]([CH3:12])[CH3:11].C([O-])([O-])=O.[K+].[K+]. The catalyst is CN(C=O)C.O. The product is [F:1][C:2]1[CH:8]=[CH:7][C:5]([NH:6][CH:10]([CH3:12])[CH3:11])=[CH:4][CH:3]=1. The yield is 0.430. (4) The reactants are CC1C=CC(S(O[CH2:12][CH2:13][NH:14][C:15]2[C:16](=[O:32])[N:17]([C:28]([CH3:31])([CH3:30])[CH3:29])[S:18](=[O:27])(=[O:26])[C:19]=2[C:20]2[CH:25]=[CH:24][CH:23]=[CH:22][CH:21]=2)(=O)=O)=CC=1.[SH:33][CH:34]1[CH2:38][CH2:37][N:36]([C:39]([O:41][C:42]([CH3:45])([CH3:44])[CH3:43])=[O:40])[CH2:35]1.C(=O)([O-])[O-].[K+].[K+]. The catalyst is CC#N. The product is [C:28]([N:17]1[C:16](=[O:32])[C:15]([NH:14][CH2:13][CH2:12][S:33][CH:34]2[CH2:38][CH2:37][N:36]([C:39]([O:41][C:42]([CH3:45])([CH3:44])[CH3:43])=[O:40])[CH2:35]2)=[C:19]([C:20]2[CH:25]=[CH:24][CH:23]=[CH:22][CH:21]=2)[S:18]1(=[O:26])=[O:27])([CH3:31])([CH3:30])[CH3:29]. The yield is 0.834. (5) The reactants are [N:1]1[CH:6]=[CH:5][CH:4]=[CH:3][C:2]=1[CH:7]=[CH:8][C:9]1[C:17]2[C:12](=[CH:13][C:14]([NH:18][C:19]3[CH:27]=[CH:26][CH:25]=[CH:24][C:20]=3[C:21]([OH:23])=O)=[CH:15][CH:16]=2)[NH:11][N:10]=1.[CH2:28]([NH2:35])[C:29]1[CH:34]=[CH:33][CH:32]=[CH:31][CH:30]=1.C(N(CC)CC)C.CN(C(ON1N=NC2C=CC=NC1=2)=[N+](C)C)C.F[P-](F)(F)(F)(F)F. The catalyst is CN(C=O)C. The product is [CH2:28]([NH:35][C:21](=[O:23])[C:20]1[CH:24]=[CH:25][CH:26]=[CH:27][C:19]=1[NH:18][C:14]1[CH:13]=[C:12]2[C:17]([C:9](/[CH:8]=[CH:7]/[C:2]3[CH:3]=[CH:4][CH:5]=[CH:6][N:1]=3)=[N:10][NH:11]2)=[CH:16][CH:15]=1)[C:29]1[CH:34]=[CH:33][CH:32]=[CH:31][CH:30]=1. The yield is 0.760. (6) The reactants are Br[C:2]1[CH:7]=[CH:6][N:5]=[C:4]([O:8][C:9]2[CH:14]=[CH:13][C:12]([NH:15][C:16]3[CH:21]=[C:20]([C:22]4[CH:27]=[CH:26][CH:25]=[CH:24][CH:23]=4)[N:19]=[C:18]([NH2:28])[N:17]=3)=[CH:11][CH:10]=2)[CH:3]=1.ClC1N=CC=CN=1.[CH3:36][O:37][CH2:38][C@@H:39]1[CH2:43][CH2:42][CH2:41][NH:40]1. No catalyst specified. The product is [CH3:36][O:37][CH2:38][C@@H:39]1[CH2:43][CH2:42][CH2:41][N:40]1[C:2]1[CH:7]=[CH:6][N:5]=[C:4]([O:8][C:9]2[CH:14]=[CH:13][C:12]([NH:15][C:16]3[CH:21]=[C:20]([C:22]4[CH:27]=[CH:26][CH:25]=[CH:24][CH:23]=4)[N:19]=[C:18]([NH2:28])[N:17]=3)=[CH:11][CH:10]=2)[CH:3]=1. The yield is 0.400. (7) The reactants are [H-].[Na+].[Br:3][C:4]1[C:5]([C:14]2[CH:19]=[CH:18][C:17]([F:20])=[CH:16][CH:15]=2)=[N:6][C:7](Cl)=[N:8][C:9]=1[CH:10]([CH3:12])[CH3:11].[CH3:21][NH:22][S:23]([CH3:26])(=[O:25])=[O:24]. The catalyst is CCCCCC.CN(C=O)C. The product is [Br:3][C:4]1[C:5]([C:14]2[CH:19]=[CH:18][C:17]([F:20])=[CH:16][CH:15]=2)=[N:6][C:7]([N:22]([CH3:21])[S:23]([CH3:26])(=[O:25])=[O:24])=[N:8][C:9]=1[CH:10]([CH3:12])[CH3:11]. The yield is 0.910.